Dataset: Full USPTO retrosynthesis dataset with 1.9M reactions from patents (1976-2016). Task: Predict the reactants needed to synthesize the given product. (1) Given the product [CH3:18][C:10]1[C:11]([S:16][CH3:17])=[C:12]([S:20][CH3:19])[CH:14]=[CH:15][C:9]=1[Br:8], predict the reactants needed to synthesize it. The reactants are: N(OC(C)(C)C)=O.[Br:8][C:9]1[CH:15]=[CH:14][C:12](N)=[C:11]([S:16][CH3:17])[C:10]=1[CH3:18].[CH3:19][S:20]SC. (2) Given the product [OH:8][C:2]([CH3:1])([CH2:3][CH2:4][CH2:5][CH2:6][CH3:7])[CH2:10][C:11]([O:13][CH2:14][CH3:15])=[O:12], predict the reactants needed to synthesize it. The reactants are: [CH3:1][C:2](=[O:8])[CH2:3][CH2:4][CH2:5][CH2:6][CH3:7].Br[CH2:10][C:11]([O:13][CH2:14][CH3:15])=[O:12].II.Cl. (3) Given the product [NH2:1][C:4]1[CH:5]=[C:6]([C:13]2[O:14][C:15]3[CH:21]=[CH:20][C:19]([C:22]4[CH:27]=[CH:26][CH:25]=[CH:24][CH:23]=4)=[CH:18][C:16]=3[N:17]=2)[CH:7]=[CH:8][C:9]=1[O:10][CH2:11][CH3:12], predict the reactants needed to synthesize it. The reactants are: [N+:1]([C:4]1[CH:5]=[C:6]([C:13]2[O:14][C:15]3[CH:21]=[CH:20][C:19]([C:22]4[CH:27]=[CH:26][CH:25]=[CH:24][CH:23]=4)=[CH:18][C:16]=3[N:17]=2)[CH:7]=[CH:8][C:9]=1[O:10][CH2:11][CH3:12])([O-])=O. (4) Given the product [CH2:9]([OH:8])[CH2:10][CH2:11][CH2:12]/[CH:13]=[CH:14]\[CH2:15]/[CH:16]=[CH:17]\[CH2:18]/[CH:19]=[CH:20]\[CH2:21]/[CH:22]=[CH:23]\[CH2:24][CH2:25][CH2:26][CH2:27][CH3:28], predict the reactants needed to synthesize it. The reactants are: [H-].[H-].[H-].[H-].[Li+].[Al+3].C[O:8][C:9](=O)[CH2:10][CH2:11][CH2:12]/[CH:13]=[CH:14]\[CH2:15]/[CH:16]=[CH:17]\[CH2:18]/[CH:19]=[CH:20]\[CH2:21]/[CH:22]=[CH:23]\[CH2:24][CH2:25][CH2:26][CH2:27][CH3:28]. (5) Given the product [NH2:16][CH2:15][C:14]1[CH:17]=[CH:18][CH:19]=[CH:20][C:13]=1[CH2:12][CH:9]1[CH2:10][CH2:11][N:7]([CH:1]2[CH2:6][CH2:5][CH2:4][CH2:3][CH2:2]2)[C:8]1=[O:21], predict the reactants needed to synthesize it. The reactants are: [CH:1]1([N:7]2[CH2:11][CH2:10][CH:9]([CH2:12][C:13]3[CH:20]=[CH:19][CH:18]=[CH:17][C:14]=3[C:15]#[N:16])[C:8]2=[O:21])[CH2:6][CH2:5][CH2:4][CH2:3][CH2:2]1.[BH4-].[Na+].O. (6) Given the product [CH2:23]([O:26][N:27]=[CH:17][C:10]1[C:11]2[C:16](=[CH:15][CH:14]=[CH:13][CH:12]=2)[N:8]([CH2:1][C:2]2[CH:3]=[CH:4][CH:5]=[CH:6][CH:7]=2)[CH:9]=1)[CH:24]=[CH2:25], predict the reactants needed to synthesize it. The reactants are: [CH2:1]([N:8]1[C:16]2[C:11](=[CH:12][CH:13]=[CH:14][CH:15]=2)[C:10]([CH:17]=O)=[CH:9]1)[C:2]1[CH:7]=[CH:6][CH:5]=[CH:4][CH:3]=1.[OH-].[Na+].O.Cl.[CH2:23]([O:26][NH2:27])[CH:24]=[CH2:25]. (7) Given the product [ClH:1].[CH:2]1[C:11]2[C:6](=[CH:7][CH:8]=[CH:9][CH:10]=2)[CH:5]=[C:4]([C:12]2[CH:17]=[CH:16][C:15]([OH:18])=[CH:14][CH:13]=2)[N:3]=1, predict the reactants needed to synthesize it. The reactants are: [ClH:1].[CH:2]1[C:11]2[C:6](=[CH:7][CH:8]=[CH:9][CH:10]=2)[CH:5]=[C:4]([C:12]2[CH:17]=[CH:16][C:15]([OH:18])=[CH:14][CH:13]=2)[N:3]=1. (8) Given the product [O:1]=[C:2]1[C:6]2([CH2:7][CH2:8][N:9]([CH2:12][CH2:13][CH2:14][N:15]3[C:20](=[O:21])[CH2:19][O:18][C:17]4[CH:22]=[CH:23][CH:24]=[CH:25][C:16]3=4)[CH2:10][CH2:11]2)[N:5]([C:26]2[CH:31]=[CH:30][CH:29]=[CH:28][CH:27]=2)[CH2:4][N:3]1[CH2:32][C:33]1[CH:34]=[C:35]([CH:43]=[CH:44][CH:45]=1)[C:36]([OH:38])=[O:37], predict the reactants needed to synthesize it. The reactants are: [O:1]=[C:2]1[C:6]2([CH2:11][CH2:10][N:9]([CH2:12][CH2:13][CH2:14][N:15]3[C:20](=[O:21])[CH2:19][O:18][C:17]4[CH:22]=[CH:23][CH:24]=[CH:25][C:16]3=4)[CH2:8][CH2:7]2)[N:5]([C:26]2[CH:31]=[CH:30][CH:29]=[CH:28][CH:27]=2)[CH2:4][N:3]1[CH2:32][C:33]1[CH:34]=[C:35]([CH:43]=[CH:44][CH:45]=1)[C:36]([O:38]C(C)(C)C)=[O:37].Cl. (9) Given the product [CH3:13][P:2]([CH2:3][C:4]1[CH:5]=[C:6]([CH:7]=[CH:8][CH:9]=1)[NH2:10])([CH3:1])=[O:14], predict the reactants needed to synthesize it. The reactants are: [CH3:1][P:2](=[O:14])([CH3:13])[CH2:3][C:4]1[CH:9]=[CH:8][CH:7]=[C:6]([N+:10]([O-])=O)[CH:5]=1.